From a dataset of Full USPTO retrosynthesis dataset with 1.9M reactions from patents (1976-2016). Predict the reactants needed to synthesize the given product. (1) Given the product [C:1]([O:5][C:6](=[O:34])[NH:7][C:8]1([C:12]2[CH:17]=[CH:16][C:15]([C:18]3[N:19]=[C:20]4[CH:25]=[C:24]([NH:45][C:43]([NH:42][CH3:41])=[O:44])[CH:23]=[CH:22][N:21]4[C:27]=3[C:28]3[CH:33]=[CH:32][CH:31]=[CH:30][CH:29]=3)=[CH:14][CH:13]=2)[CH2:11][CH2:10][CH2:9]1)([CH3:4])([CH3:3])[CH3:2], predict the reactants needed to synthesize it. The reactants are: [C:1]([O:5][C:6](=[O:34])[NH:7][C:8]1([C:12]2[CH:17]=[CH:16][C:15]([C:18]3[N:19]=[C:20]4[CH:25]=[C:24](Br)[CH:23]=[CH:22][N:21]4[C:27]=3[C:28]3[CH:33]=[CH:32][CH:31]=[CH:30][CH:29]=3)=[CH:14][CH:13]=2)[CH2:11][CH2:10][CH2:9]1)([CH3:4])([CH3:3])[CH3:2].C(=O)([O-])[O-].[Cs+].[Cs+].[CH3:41][NH:42][C:43]([NH2:45])=[O:44]. (2) Given the product [CH2:17]([O:19][C:20]([C:22]1([NH:31][C:7](=[O:9])[C:6]2[CH:10]=[CH:11][CH:12]=[CH:13][C:5]=2[S:4][CH:1]([CH3:2])[CH3:3])[CH2:30][C:29]2[C:24](=[CH:25][CH:26]=[CH:27][CH:28]=2)[CH2:23]1)=[O:21])[CH3:18], predict the reactants needed to synthesize it. The reactants are: [CH:1]([S:4][C:5]1[CH:13]=[CH:12][CH:11]=[CH:10][C:6]=1[C:7]([OH:9])=O)([CH3:3])[CH3:2].C(Cl)Cl.[CH2:17]([O:19][C:20]([C:22]1([NH2:31])[CH2:30][C:29]2[C:24](=[CH:25][CH:26]=[CH:27][CH:28]=2)[CH2:23]1)=[O:21])[CH3:18].CCN(C(C)C)C(C)C.